This data is from Full USPTO retrosynthesis dataset with 1.9M reactions from patents (1976-2016). The task is: Predict the reactants needed to synthesize the given product. Given the product [CH3:14][O:13][C:4]1[CH:5]=[CH:6][CH:7]=[C:8]([C:9]([F:10])([F:11])[F:12])[C:3]=1[CH3:2], predict the reactants needed to synthesize it. The reactants are: Cl[CH2:2][C:3]1[C:8]([C:9]([F:12])([F:11])[F:10])=[CH:7][CH:6]=[CH:5][C:4]=1[O:13][CH3:14].